Dataset: Full USPTO retrosynthesis dataset with 1.9M reactions from patents (1976-2016). Task: Predict the reactants needed to synthesize the given product. (1) Given the product [Cl:1][C:2]1[CH:7]=[CH:6][CH:5]=[CH:4][C:3]=1[S:8]([N:11]1[CH2:16][CH2:15][N:14]([C:17]2[CH:25]=[CH:24][CH:23]=[CH:22][C:18]=2[C:19]([NH2:28])=[O:20])[CH2:13][CH2:12]1)(=[O:10])=[O:9], predict the reactants needed to synthesize it. The reactants are: [Cl:1][C:2]1[CH:7]=[CH:6][CH:5]=[CH:4][C:3]=1[S:8]([N:11]1[CH2:16][CH2:15][N:14]([C:17]2[CH:25]=[CH:24][CH:23]=[CH:22][C:18]=2[C:19](O)=[O:20])[CH2:13][CH2:12]1)(=[O:10])=[O:9].CC[N:28]=C=NCCCN(C)C.C1C=CC2N(O)N=NC=2C=1.C([O-])=O.[NH4+]. (2) Given the product [CH2:13]([C:15]12[CH2:39][CH2:38][C:37]3([CH2:41][O:40]3)[CH2:36][CH:16]1[CH2:17][CH2:18][CH2:19][C:20]1[C:28]2=[CH:27][C:26]2[CH:25]=[N:24][N:23]([C:29]3[CH:30]=[CH:31][C:32]([F:35])=[CH:33][CH:34]=3)[C:22]=2[CH:21]=1)[CH3:14], predict the reactants needed to synthesize it. The reactants are: [H-].[Na+].CS(C)=O.[I-].C[S+](C)(C)=O.[CH2:13]([C@:15]12[CH2:39][CH2:38][C:37](=[O:40])[CH2:36][C@H:16]1[CH2:17][CH2:18][CH2:19][C:20]1[CH:21]=[C:22]3[C:26](=[CH:27][C:28]=12)[CH:25]=[N:24][N:23]3[C:29]1[CH:34]=[CH:33][C:32]([F:35])=[CH:31][CH:30]=1)[CH3:14].[CH2:41]([C@@]12CCC(=O)C[C@@H]1CCCC1C=C3C(=CC=12)C=NN3C1C=CC(F)=CC=1)C. (3) Given the product [CH3:47][C@@:45]12[CH2:44][C@@H:43]1[NH:42][C@H:41]([C:38]1[NH:39][CH:40]=[C:36]([C:33]3[CH:34]=[CH:35][C:30]([C:25]4[CH:24]=[CH:23][C:22]5[C:27](=[CH:28][CH:29]=[C:20]([C:18]6[N:19]=[C:15]([C@@H:14]7[CH2:13][C@@:12]8([CH3:55])[C@H:10]([CH2:11]8)[NH:9]7)[NH:16][CH:17]=6)[CH:21]=5)[CH:26]=4)=[CH:31][CH:32]=3)[N:37]=1)[CH2:46]2, predict the reactants needed to synthesize it. The reactants are: Cl.C(OC([N:9]1[C@H:14]([C:15]2[NH:16][CH:17]=[C:18]([C:20]3[CH:21]=[C:22]4[C:27](=[CH:28][CH:29]=3)[CH:26]=[C:25]([C:30]3[CH:35]=[CH:34][C:33]([C:36]5[N:37]=[C:38]([C@@H:41]6[CH2:46][C@@:45]7([CH3:47])[C@H:43]([CH2:44]7)[N:42]6C(OC(C)(C)C)=O)[NH:39][CH:40]=5)=[CH:32][CH:31]=3)[CH:24]=[CH:23]4)[N:19]=2)[CH2:13][C@@:12]2([CH3:55])[C@@H:10]1[CH2:11]2)=O)(C)(C)C. (4) Given the product [CH3:19][C:20]1[CH:29]=[C:28]([CH2:30][O:31][C:32]2[CH:37]=[CH:36][C:35]([S:38]([NH:1][C@@H:2]3[C@H:3]([C:8]([OH:10])=[O:9])[CH2:4][CH:5]=[CH:6][CH2:7]3)(=[O:40])=[O:39])=[CH:34][CH:33]=2)[C:27]2[C:22](=[CH:23][CH:24]=[CH:25][CH:26]=2)[N:21]=1, predict the reactants needed to synthesize it. The reactants are: [NH2:1][C@H:2]1[CH2:7][CH:6]=[CH:5][CH2:4][C@H:3]1[C:8]([OH:10])=[O:9].C(N(CC)CC)C.Cl.[CH3:19][C:20]1[CH:29]=[C:28]([CH2:30][O:31][C:32]2[CH:37]=[CH:36][C:35]([S:38](Cl)(=[O:40])=[O:39])=[CH:34][CH:33]=2)[C:27]2[C:22](=[CH:23][CH:24]=[CH:25][CH:26]=2)[N:21]=1. (5) The reactants are: [N:1]1([CH2:7][CH2:8][CH2:9][O:10][C:11]2[CH:19]=[CH:18][C:14]([C:15]([OH:17])=O)=[CH:13][CH:12]=2)[CH2:6][CH2:5][CH2:4][CH2:3][CH2:2]1.CN(C(ON1N=NC2C=CC=CC1=2)=[N+](C)C)C.[B-](F)(F)(F)F.C1C=CC2N(O)N=NC=2C=1.[NH2:52][C:53]1[S:54][C:55]([O:58][C:59]2[CH:64]=[CH:63][C:62]([NH:65][C:66]([NH:68][CH:69]([CH2:72][CH3:73])[CH2:70][CH3:71])=[O:67])=[CH:61][C:60]=2[O:74][CH3:75])=[CH:56][N:57]=1. Given the product [CH2:70]([CH:69]([NH:68][C:66](=[O:67])[NH:65][C:62]1[CH:63]=[CH:64][C:59]([O:58][C:55]2[S:54][C:53]([NH:52][C:15](=[O:17])[C:14]3[CH:13]=[CH:12][C:11]([O:10][CH2:9][CH2:8][CH2:7][N:1]4[CH2:2][CH2:3][CH2:4][CH2:5][CH2:6]4)=[CH:19][CH:18]=3)=[N:57][CH:56]=2)=[C:60]([O:74][CH3:75])[CH:61]=1)[CH2:72][CH3:73])[CH3:71], predict the reactants needed to synthesize it.